From a dataset of Full USPTO retrosynthesis dataset with 1.9M reactions from patents (1976-2016). Predict the reactants needed to synthesize the given product. (1) The reactants are: [C:1]([O:5][C:6]([C:8]1[CH:9]=[CH:10][C:11]([I:17])=[C:12]([CH:16]=1)[C:13]([OH:15])=O)=[O:7])([CH3:4])([CH3:3])[CH3:2].CN(C(ON1N=NC2C=CC=NC1=2)=[N+](C)C)C.F[P-](F)(F)(F)(F)F.N1C(C)=CC=CC=1C.[CH2:50]1[C:59]2[C:54](=[CH:55][CH:56]=[CH:57][CH:58]=2)[CH2:53][CH2:52][NH:51]1. Given the product [I:17][C:11]1[CH:10]=[CH:9][C:8]([C:6]([O:5][C:1]([CH3:2])([CH3:3])[CH3:4])=[O:7])=[CH:16][C:12]=1[C:13]([N:51]1[CH2:52][CH2:53][C:54]2[C:59](=[CH:58][CH:57]=[CH:56][CH:55]=2)[CH2:50]1)=[O:15], predict the reactants needed to synthesize it. (2) Given the product [C:1]([CH2:3][C:4]1([N:18]2[CH:22]=[C:21]([C:33]3[CH:38]=[CH:37][N:36]=[C:35]4[NH:39][CH:40]=[CH:41][C:34]=34)[CH:20]=[N:19]2)[CH2:7][N:6]([C:8]2[N:9]=[CH:10][C:11]([C:14]([O:16][CH3:17])=[O:15])=[N:12][CH:13]=2)[CH2:5]1)#[N:2], predict the reactants needed to synthesize it. The reactants are: [C:1]([CH2:3][C:4]1([N:18]2[CH:22]=[C:21](B3OC(C)(C)C(C)(C)O3)[CH:20]=[N:19]2)[CH2:7][N:6]([C:8]2[N:9]=[CH:10][C:11]([C:14]([O:16][CH3:17])=[O:15])=[N:12][CH:13]=2)[CH2:5]1)#[N:2].Br[C:33]1[CH:38]=[CH:37][N:36]=[C:35]2[NH:39][CH:40]=[CH:41][C:34]=12.C(=O)(O)[O-].[Na+].O. (3) Given the product [CH:19]([N:4]1[C:5](=[O:18])[N:6]([C:8]2[CH:9]=[CH:10][C:11]([C:14]([F:15])([F:16])[F:17])=[CH:12][CH:13]=2)[N:7]=[C:3]1[CH:2]=[O:1])([CH3:21])[CH3:20], predict the reactants needed to synthesize it. The reactants are: [OH:1][CH2:2][C:3]1[N:4]([CH:19]([CH3:21])[CH3:20])[C:5](=[O:18])[N:6]([C:8]2[CH:13]=[CH:12][C:11]([C:14]([F:17])([F:16])[F:15])=[CH:10][CH:9]=2)[N:7]=1.[Cr](Cl)([O-])(=O)=O.[NH+]1C=CC=CC=1.